Task: Predict the reactants needed to synthesize the given product.. Dataset: Retrosynthesis with 50K atom-mapped reactions and 10 reaction types from USPTO Given the product CCOc1ccc2c(=O)cc(-c3ccccc3O)oc2c1, predict the reactants needed to synthesize it. The reactants are: CCOc1ccc2c(=O)cc(-c3ccccc3OC)oc2c1.